Dataset: Forward reaction prediction with 1.9M reactions from USPTO patents (1976-2016). Task: Predict the product of the given reaction. (1) Given the reactants Cl.CCOC(C)=O.[C:8]([C:10]1[CH:15]=[CH:14][C:13]([CH:16]2[CH2:21][CH2:20][N:19](C(OC(C)(C)C)=O)[CH2:18][CH2:17]2)=[CH:12][C:11]=1[O:29][CH3:30])#[N:9], predict the reaction product. The product is: [CH3:30][O:29][C:11]1[CH:12]=[C:13]([CH:16]2[CH2:21][CH2:20][NH:19][CH2:18][CH2:17]2)[CH:14]=[CH:15][C:10]=1[C:8]#[N:9]. (2) Given the reactants [Br:1][C:2]1[C:3]([CH3:19])=[C:4]([C:9]2[CH:14]=[CH:13][CH:12]=[C:11]([C:15]([F:18])([F:17])[F:16])[CH:10]=2)[C:5]([NH2:8])=[N:6][CH:7]=1.CO[CH:22](OC)[N:23](C)C.Cl.NO.FC(F)(F)C(OC(=O)C(F)(F)F)=O.C(=O)([O-])O.[Na+], predict the reaction product. The product is: [Br:1][C:2]1[C:3]([CH3:19])=[C:4]([C:9]2[CH:14]=[CH:13][CH:12]=[C:11]([C:15]([F:18])([F:16])[F:17])[CH:10]=2)[C:5]2[N:6]([N:23]=[CH:22][N:8]=2)[CH:7]=1. (3) The product is: [CH3:30][O:31][C:32](=[O:42])[CH:33]([NH:34][C:19](=[O:20])[C:18]1[CH:17]=[CH:16][C:15]([S:12](=[O:13])(=[O:14])[NH:11][C:6]2[CH:7]=[CH:8][CH:9]=[CH:10][C:5]=2[O:4][C:3]2[CH:24]=[CH:25][C:26]([Cl:28])=[CH:27][C:2]=2[Cl:1])=[CH:23][CH:22]=1)[CH2:35][C:36]1[CH:41]=[CH:40][CH:39]=[CH:38][CH:37]=1. Given the reactants [Cl:1][C:2]1[CH:27]=[C:26]([Cl:28])[CH:25]=[CH:24][C:3]=1[O:4][C:5]1[CH:10]=[CH:9][CH:8]=[CH:7][C:6]=1[NH:11][S:12]([C:15]1[CH:23]=[CH:22][C:18]([C:19](O)=[O:20])=[CH:17][CH:16]=1)(=[O:14])=[O:13].Cl.[CH3:30][O:31][C:32](=[O:42])[CH:33]([CH2:35][C:36]1[CH:41]=[CH:40][CH:39]=[CH:38][CH:37]=1)[NH2:34], predict the reaction product. (4) Given the reactants [NH2:1][C@@:2]1([C:19]([OH:21])=[O:20])[C@@H:7]([F:8])[CH2:6][C@@H:5]2[C@H:3]1[C@H:4]2[C:9]([O:11][CH:12]([O:14][CH2:15][CH:16]([CH3:18])[CH3:17])[CH3:13])=[O:10].C(OCC)(=O)C.[ClH:28], predict the reaction product. The product is: [ClH:28].[NH2:1][C@@:2]1([C:19]([OH:21])=[O:20])[C@@H:7]([F:8])[CH2:6][C@@H:5]2[C@H:3]1[C@H:4]2[C:9]([O:11][CH:12]([O:14][CH2:15][CH:16]([CH3:17])[CH3:18])[CH3:13])=[O:10]. (5) Given the reactants [NH2:1][C:2]1[N:7]=[C:6]([C:8]2[O:9][CH:10]=[CH:11][CH:12]=2)[C:5]([C:13]#[N:14])=[C:4](S(C)=O)[N:3]=1.[CH3:18][CH:19]([C:21]1[CH:26]=[CH:25][CH:24]=[CH:23][N:22]=1)[OH:20].C1CCN2C(=NCCC2)CC1, predict the reaction product. The product is: [NH2:1][C:2]1[N:7]=[C:6]([C:8]2[O:9][CH:10]=[CH:11][CH:12]=2)[C:5]([C:13]#[N:14])=[C:4]([O:20][CH:19]([C:21]2[CH:26]=[CH:25][CH:24]=[CH:23][N:22]=2)[CH3:18])[N:3]=1. (6) Given the reactants [N:1]1[CH:6]=[CH:5][C:4]([C:7]2[NH:11][NH:10][C:9](=[O:12])[C:8]=2[C:13]2[CH:18]=[CH:17][C:16]([O:19][CH2:20][C:21]3[CH:30]=[CH:29][C:28]4[C:23](=[CH:24][CH:25]=[CH:26][CH:27]=4)[N:22]=3)=[CH:15][CH:14]=2)=[CH:3][CH:2]=1.[CH3:31]NN, predict the reaction product. The product is: [CH3:31][N:10]1[C:9](=[O:12])[C:8]([C:13]2[CH:14]=[CH:15][C:16]([O:19][CH2:20][C:21]3[CH:30]=[CH:29][C:28]4[C:23](=[CH:24][CH:25]=[CH:26][CH:27]=4)[N:22]=3)=[CH:17][CH:18]=2)=[C:7]([C:4]2[CH:5]=[CH:6][N:1]=[CH:2][CH:3]=2)[NH:11]1. (7) Given the reactants [F:1][C:2]1[N:7]=[C:6]([NH:8][C:9](=[O:14])[C:10]([CH3:13])([CH3:12])[CH3:11])[CH:5]=[CH:4][CH:3]=1.[Li]C(C)(C)C.CN([CH:23]=[O:24])C, predict the reaction product. The product is: [F:1][C:2]1[N:7]=[C:6]([NH:8][C:9](=[O:14])[C:10]([CH3:11])([CH3:13])[CH3:12])[C:5]([CH:23]=[O:24])=[CH:4][CH:3]=1. (8) Given the reactants [CH2:1]([Mg]Br)[CH3:2].[N:5]1(C(OC(C)(C)C)=O)[CH2:10][CH2:9][CH2:8][CH:7]([C:11]([O:13]CC)=O)[CH2:6]1.[C:23](O)([C:25](F)(F)F)=O.C(Cl)[Cl:31], predict the reaction product. The product is: [ClH:31].[NH:5]1[CH2:10][CH2:9][CH2:8][CH:7]([C:11]([OH:13])([CH2:1][CH3:2])[CH2:23][CH3:25])[CH2:6]1. (9) Given the reactants [S:1](=O)(=[O:13])([O:3]C1C=CC([N+]([O-])=O)=CC=1)[NH2:2].[Br:15][C:16]1[C:17]([S:25][C:26]2[N:27]([CH2:36][CH2:37][CH:38]3[CH2:43][CH2:42][NH:41][CH2:40][CH2:39]3)[C:28]3[C:33]([N:34]=2)=[C:32]([NH2:35])[N:31]=[CH:30][N:29]=3)=[CH:18][C:19]2[O:23][CH2:22][O:21][C:20]=2[CH:24]=1.C(N(CC)CC)C, predict the reaction product. The product is: [NH2:35][C:32]1[N:31]=[CH:30][N:29]=[C:28]2[C:33]=1[N:34]=[C:26]([S:25][C:17]1[C:16]([Br:15])=[CH:24][C:20]3[O:21][CH2:22][O:23][C:19]=3[CH:18]=1)[N:27]2[CH2:36][CH2:37][CH:38]1[CH2:39][CH2:40][N:41]([S:1]([NH2:2])(=[O:13])=[O:3])[CH2:42][CH2:43]1.